Dataset: Reaction yield outcomes from USPTO patents with 853,638 reactions. Task: Predict the reaction yield, written as a fraction of the theoretical maximum amount of product (1.0 means a 100% yield; for example, 0.34 means a 34% yield). (1) The reactants are [C:1]([N:5]1[CH2:8][CH:7]([N:9]2[CH2:14][CH2:13][N:12]([C:15]([O:17]C(C)(C)C)=O)[CH2:11][CH:10]2[C:22](=[O:24])[NH2:23])[CH2:6]1)(=[O:4])[CH:2]=[CH2:3].[Cl:25][C:26]1[C:31]([CH:32]2[CH2:34][CH2:33]2)=[CH:30][C:29]([NH:35][CH2:36]C(O)=O)=[C:28]([OH:40])[CH:27]=1.F[P-](F)(F)(F)(F)F.N1(O[P+](N(C)C)(N(C)C)N(C)C)C2C=CC=CC=2N=N1.C([O-])([O-])=O.[K+].[K+]. The catalyst is Cl.CO.CN(C=O)C. The product is [C:1]([N:5]1[CH2:6][CH:7]([N:9]2[CH2:14][CH2:13][N:12]([C:15](=[O:17])[CH2:36][NH:35][C:29]3[CH:30]=[C:31]([CH:32]4[CH2:33][CH2:34]4)[C:26]([Cl:25])=[CH:27][C:28]=3[OH:40])[CH2:11][CH:10]2[C:22]([NH2:23])=[O:24])[CH2:8]1)(=[O:4])[CH:2]=[CH2:3]. The yield is 0.750. (2) The reactants are [NH:1]1[CH:5]=[CH:4][CH:3]=[N:2]1.[H-].[Na+].F[C:9]1[CH:19]=[CH:18][C:12]([C:13]([O:15][CH2:16][CH3:17])=[O:14])=[CH:11][CH:10]=1. The catalyst is CS(C)=O. The product is [N:1]1([C:9]2[CH:19]=[CH:18][C:12]([C:13]([O:15][CH2:16][CH3:17])=[O:14])=[CH:11][CH:10]=2)[CH:5]=[CH:4][CH:3]=[N:2]1. The yield is 0.790. (3) The reactants are CS(C)=O.C(Cl)(=O)C(Cl)=O.[CH2:11]([C:13]1[C:18](=[O:19])[N:17]2[N:20]=[CH:21][C:22]([C:23]#[N:24])=[C:16]2[NH:15][C:14]=1[CH2:25][OH:26])[CH3:12].CCN(CC)CC. The catalyst is C(Cl)Cl. The product is [CH2:11]([C:13]1[C:18](=[O:19])[N:17]2[N:20]=[CH:21][C:22]([C:23]#[N:24])=[C:16]2[NH:15][C:14]=1[CH:25]=[O:26])[CH3:12]. The yield is 0.500. (4) The reactants are CN(C)C1C=CC=CC=1.[CH2:10]([O:12][C:13]1[C:18](=[O:19])[N:17]([CH3:20])[C:16](O)=[N:15][C:14]=1[C:22]([O:24][CH2:25][CH3:26])=[O:23])[CH3:11].P(Cl)(Cl)([Cl:29])=O. No catalyst specified. The product is [Cl:29][C:16]1[N:17]([CH3:20])[C:18](=[O:19])[C:13]([O:12][CH2:10][CH3:11])=[C:14]([C:22]([O:24][CH2:25][CH3:26])=[O:23])[N:15]=1. The yield is 0.850. (5) The reactants are [Br:1][C:2]1[CH:21]=[CH:20][C:5]([O:6][C:7]2[N:14]=[C:13]([NH:15][CH2:16][CH2:17][O:18][CH3:19])[CH:12]=[CH:11][C:8]=2[C:9]#[N:10])=[CH:4][C:3]=1[CH:22]1OCC[O:23]1.Cl. The catalyst is C1COCC1. The product is [Br:1][C:2]1[CH:21]=[CH:20][C:5]([O:6][C:7]2[N:14]=[C:13]([NH:15][CH2:16][CH2:17][O:18][CH3:19])[CH:12]=[CH:11][C:8]=2[C:9]#[N:10])=[CH:4][C:3]=1[CH:22]=[O:23]. The yield is 0.870. (6) The reactants are N(C(OCC)=O)=NC(OCC)=O.Cl.[F:14][C:15]1[CH:34]=[C:33]([CH3:35])[C:32]([O:36][C:37]([O:39][CH3:40])=[O:38])=[CH:31][C:16]=1[NH:17][C:18]1[C:27]2[C:22](=[CH:23][C:24]([OH:30])=[C:25]([O:28][CH3:29])[CH:26]=2)[N:21]=[CH:20][N:19]=1.C1(P(C2C=CC=CC=2)C2C=CC=CC=2)C=CC=CC=1.[N:60]1([CH2:65][CH2:66]O)[CH:64]=[CH:63][N:62]=[CH:61]1.C(O)(=O)C. The catalyst is C(Cl)Cl. The product is [F:14][C:15]1[CH:34]=[C:33]([CH3:35])[C:32]([O:36][C:37]([O:39][CH3:40])=[O:38])=[CH:31][C:16]=1[NH:17][C:18]1[C:27]2[C:22](=[CH:23][C:24]([O:30][CH2:66][CH2:65][N:60]3[CH:64]=[CH:63][N:62]=[CH:61]3)=[C:25]([O:28][CH3:29])[CH:26]=2)[N:21]=[CH:20][N:19]=1. The yield is 0.760. (7) The reactants are [F:1][C:2]([F:35])([F:34])[C:3]1[CH:4]=[C:5]([CH:27]=[C:28]([C:30]([F:33])([F:32])[F:31])[CH:29]=1)[CH2:6][N:7]([C@H:20]1[CH2:24][C@@H:23]([CH2:25][CH3:26])[NH:22][CH2:21]1)[C:8]1[N:13]=[CH:12][C:11]([C:14]2[CH:15]=[N:16][N:17]([CH3:19])[CH:18]=2)=[CH:10][N:9]=1.F[C:37]1[CH:44]=[CH:43][C:42]([C:45]([F:48])([F:47])[F:46])=[CH:41][C:38]=1[CH:39]=[O:40].C([O-])([O-])=O.[K+].[K+].O. The catalyst is CN(C=O)C.CCOC(C)=O. The product is [F:35][C:2]([F:34])([F:1])[C:3]1[CH:4]=[C:5]([CH:27]=[C:28]([C:30]([F:33])([F:32])[F:31])[CH:29]=1)[CH2:6][N:7]([C:8]1[N:9]=[CH:10][C:11]([C:14]2[CH:15]=[N:16][N:17]([CH3:19])[CH:18]=2)=[CH:12][N:13]=1)[C@@H:20]1[CH2:21][N:22]([C:37]2[CH:44]=[CH:43][C:42]([C:45]([F:46])([F:48])[F:47])=[CH:41][C:38]=2[CH:39]=[O:40])[C@H:23]([CH2:25][CH3:26])[CH2:24]1. The yield is 0.740. (8) The yield is 0.590. The product is [CH3:13][O:14][CH2:15][CH:16]([O:20][S:9]([CH3:8])(=[O:11])=[O:10])[CH2:17][O:18][CH3:19]. The reactants are C(N(CC)CC)C.[CH3:8][S:9](Cl)(=[O:11])=[O:10].[CH3:13][O:14][CH2:15][CH:16]([OH:20])[CH2:17][O:18][CH3:19]. The catalyst is ClCCl. (9) The reactants are [C:1]([O:5][C:6]([N:8]1[CH2:11][C:10](=[CH:12][C:13]2[N:14]([CH3:40])[C:15]3[C:20]([N:21]=2)=[C:19]([N:22]2[CH2:27][CH2:26][O:25][CH2:24][CH2:23]2)[N:18]=[C:17]([N:28]2[C:32]4[CH:33]=[CH:34][CH:35]=[CH:36][C:31]=4[N:30]=[C:29]2[C@@H:37]([OH:39])[CH3:38])[N:16]=3)[CH2:9]1)=[O:7])([CH3:4])([CH3:3])[CH3:2]. The catalyst is CCOC(C)=O.CCO.[OH-].[OH-].[Pd+2]. The product is [C:1]([O:5][C:6]([N:8]1[CH2:9][CH:10]([CH2:12][C:13]2[N:14]([CH3:40])[C:15]3[C:20]([N:21]=2)=[C:19]([N:22]2[CH2:27][CH2:26][O:25][CH2:24][CH2:23]2)[N:18]=[C:17]([N:28]2[C:32]4[CH:33]=[CH:34][CH:35]=[CH:36][C:31]=4[N:30]=[C:29]2[C@@H:37]([OH:39])[CH3:38])[N:16]=3)[CH2:11]1)=[O:7])([CH3:4])([CH3:3])[CH3:2]. The yield is 0.860.